Dataset: NCI-60 drug combinations with 297,098 pairs across 59 cell lines. Task: Regression. Given two drug SMILES strings and cell line genomic features, predict the synergy score measuring deviation from expected non-interaction effect. (1) Cell line: NCIH23. Synergy scores: CSS=52.6, Synergy_ZIP=1.30, Synergy_Bliss=0.0571, Synergy_Loewe=-43.4, Synergy_HSA=0.643. Drug 2: CC1(CCCN1)C2=NC3=C(C=CC=C3N2)C(=O)N. Drug 1: CC(C)(C1=NC(=CC=C1)N2C3=NC(=NC=C3C(=O)N2CC=C)NC4=CC=C(C=C4)N5CCN(CC5)C)O. (2) Drug 1: C1=CC(=C2C(=C1NCCNCCO)C(=O)C3=C(C=CC(=C3C2=O)O)O)NCCNCCO. Drug 2: CCC1(CC2CC(C3=C(CCN(C2)C1)C4=CC=CC=C4N3)(C5=C(C=C6C(=C5)C78CCN9C7C(C=CC9)(C(C(C8N6C=O)(C(=O)OC)O)OC(=O)C)CC)OC)C(=O)OC)O.OS(=O)(=O)O. Cell line: SF-539. Synergy scores: CSS=54.3, Synergy_ZIP=4.58, Synergy_Bliss=6.68, Synergy_Loewe=9.01, Synergy_HSA=10.2. (3) Drug 1: CC12CCC3C(C1CCC2O)C(CC4=C3C=CC(=C4)O)CCCCCCCCCS(=O)CCCC(C(F)(F)F)(F)F. Drug 2: CC(C)CN1C=NC2=C1C3=CC=CC=C3N=C2N. Cell line: NCI-H322M. Synergy scores: CSS=-0.182, Synergy_ZIP=0.614, Synergy_Bliss=-0.683, Synergy_Loewe=-1.50, Synergy_HSA=-1.76. (4) Drug 1: C1=NC2=C(N1)C(=S)N=C(N2)N. Drug 2: CC1C(C(CC(O1)OC2CC(OC(C2O)C)OC3=CC4=CC5=C(C(=O)C(C(C5)C(C(=O)C(C(C)O)O)OC)OC6CC(C(C(O6)C)O)OC7CC(C(C(O7)C)O)OC8CC(C(C(O8)C)O)(C)O)C(=C4C(=C3C)O)O)O)O. Cell line: OVCAR-8. Synergy scores: CSS=17.7, Synergy_ZIP=-1.76, Synergy_Bliss=-5.38, Synergy_Loewe=-6.73, Synergy_HSA=-5.96. (5) Drug 1: CCCCCOC(=O)NC1=NC(=O)N(C=C1F)C2C(C(C(O2)C)O)O. Drug 2: COC1=C2C(=CC3=C1OC=C3)C=CC(=O)O2. Cell line: SF-268. Synergy scores: CSS=-5.87, Synergy_ZIP=3.78, Synergy_Bliss=1.59, Synergy_Loewe=-5.62, Synergy_HSA=-4.68.